Dataset: Full USPTO retrosynthesis dataset with 1.9M reactions from patents (1976-2016). Task: Predict the reactants needed to synthesize the given product. Given the product [CH2:11]([NH:18][C@H:3]1[C@@H:2]([CH3:1])[CH2:9][CH2:8][C:5]2([CH2:7][CH2:6]2)[CH2:4]1)[C:12]1[CH:17]=[CH:16][CH:15]=[CH:14][CH:13]=1, predict the reactants needed to synthesize it. The reactants are: [CH3:1][CH:2]1[CH2:9][CH2:8][C:5]2([CH2:7][CH2:6]2)[CH2:4][C:3]1=O.[CH2:11]([NH2:18])[C:12]1[CH:17]=[CH:16][CH:15]=[CH:14][CH:13]=1.C(O[BH-](OC(=O)C)OC(=O)C)(=O)C.[Na+].C(O)(=O)C.